Dataset: Full USPTO retrosynthesis dataset with 1.9M reactions from patents (1976-2016). Task: Predict the reactants needed to synthesize the given product. (1) The reactants are: Br[C:2]1[S:6]/[C:5](=[CH:7]\[C:8]([C:10]2[CH:15]=[C:14]([Cl:16])[CH:13]=[CH:12][C:11]=2[O:17][CH3:18])=[O:9])/[N:4]([CH2:19][CH2:20][CH2:21][CH3:22])[C:3]=1[CH3:23].[F:24][C:25]1[CH:30]=[CH:29][C:28](B(O)O)=[CH:27][CH:26]=1.C1(P(C2C=CC=CC=2)C2C=CC=CC=2)C=CC=CC=1.C(=O)([O-])[O-].[K+].[K+]. Given the product [CH2:19]([N:4]1[C:3]([CH3:23])=[C:2]([C:28]2[CH:29]=[CH:30][C:25]([F:24])=[CH:26][CH:27]=2)[S:6]/[C:5]/1=[CH:7]\[C:8]([C:10]1[CH:15]=[C:14]([Cl:16])[CH:13]=[CH:12][C:11]=1[O:17][CH3:18])=[O:9])[CH2:20][CH2:21][CH3:22], predict the reactants needed to synthesize it. (2) Given the product [Cl:1][C:2]1[CH:6]=[CH:5][S:4][C:3]=1[C:7](=[O:16])/[C:8](=[N:14]/[NH2:15])/[C:9]([O:11][CH2:12][CH3:13])=[O:10], predict the reactants needed to synthesize it. The reactants are: [Cl:1][C:2]1[CH:6]=[CH:5][S:4][C:3]=1[C:7](=[O:16])[C:8](=[N+:14]=[N-:15])[C:9]([O:11][CH2:12][CH3:13])=[O:10].C(P(CCCC)CCCC)CCC.C(=O)(O)[O-].[Na+].